Dataset: Forward reaction prediction with 1.9M reactions from USPTO patents (1976-2016). Task: Predict the product of the given reaction. (1) Given the reactants C[Al](C)C.[CH3:5][N:6]1[CH2:11][CH2:10][N:9]([CH2:12][C:13]2[CH:18]=[CH:17][C:16]([NH2:19])=[CH:15][C:14]=2[C:20]([F:23])([F:22])[F:21])[CH2:8][CH2:7]1.C[O:25][C:26]([C:28]1[C:37]2[C:32](=[CH:33][C:34]([CH2:38][C:39]3[CH:44]=[C:43]([NH:45][C:46](=[O:48])[CH3:47])[N:42]=[CH:41][N:40]=3)=[CH:35][CH:36]=2)[CH:31]=[CH:30][CH:29]=1)=O.[Cl-].[NH4+], predict the reaction product. The product is: [CH3:5][N:6]1[CH2:11][CH2:10][N:9]([CH2:12][C:13]2[CH:18]=[CH:17][C:16]([NH:19][C:26]([C:28]3[C:37]4[C:32](=[CH:33][C:34]([CH2:38][C:39]5[CH:44]=[C:43]([NH:45][C:46](=[O:48])[CH3:47])[N:42]=[CH:41][N:40]=5)=[CH:35][CH:36]=4)[CH:31]=[CH:30][CH:29]=3)=[O:25])=[CH:15][C:14]=2[C:20]([F:23])([F:21])[F:22])[CH2:8][CH2:7]1. (2) Given the reactants [CH2:1]([C:3]1(O)[C:11]2[C:6](=[CH:7][C:8]([F:12])=[CH:9][CH:10]=2)[CH2:5][CH2:4]1)[CH3:2].[CH2:14]([C:16]1[CH:17]=[CH:18][CH:19]=[C:20]2[C:24]=1[NH:23][CH:22]=[CH:21]2)[CH3:15], predict the reaction product. The product is: [CH2:14]([C:16]1[CH:17]=[CH:18][CH:19]=[C:20]2[C:24]=1[NH:23][CH:22]=[C:21]2[C:3]1([CH2:1][CH3:2])[C:11]2[C:6](=[CH:7][C:8]([F:12])=[CH:9][CH:10]=2)[CH2:5][CH2:4]1)[CH3:15].